From a dataset of NCI-60 drug combinations with 297,098 pairs across 59 cell lines. Regression. Given two drug SMILES strings and cell line genomic features, predict the synergy score measuring deviation from expected non-interaction effect. Drug 1: CC1CCC2CC(C(=CC=CC=CC(CC(C(=O)C(C(C(=CC(C(=O)CC(OC(=O)C3CCCCN3C(=O)C(=O)C1(O2)O)C(C)CC4CCC(C(C4)OC)O)C)C)O)OC)C)C)C)OC. Drug 2: CC1=C2C(C(=O)C3(C(CC4C(C3C(C(C2(C)C)(CC1OC(=O)C(C(C5=CC=CC=C5)NC(=O)C6=CC=CC=C6)O)O)OC(=O)C7=CC=CC=C7)(CO4)OC(=O)C)O)C)OC(=O)C. Cell line: K-562. Synergy scores: CSS=54.4, Synergy_ZIP=2.05, Synergy_Bliss=-1.86, Synergy_Loewe=0.273, Synergy_HSA=-1.43.